This data is from Forward reaction prediction with 1.9M reactions from USPTO patents (1976-2016). The task is: Predict the product of the given reaction. (1) Given the reactants C1CCC(CO[C:9]2[C:14]3[NH:15][CH:16]=[N:17][C:13]=3[N:12]=[C:11](F)[N:10]=2)CC1.CCCCO.NC1C=CC=CC=1.C(O)(C(F)(F)F)=O, predict the reaction product. The product is: [N:10]1[CH:9]=[C:14]2[C:13]([N:17]=[CH:16][NH:15]2)=[N:12][CH:11]=1. (2) Given the reactants [F:1][C:2]1([F:17])[O:6][C:5]2[CH:7]=[CH:8][C:9]([C:11]3([C:14]([OH:16])=O)[CH2:13][CH2:12]3)=[CH:10][C:4]=2[O:3]1.C(N(CC)C(C)C)(C)C.CN(C(ON1N=NC2C=CC=NC1=2)=[N+](C)C)C.F[P-](F)(F)(F)(F)F.[CH3:51][O:52][C:53]1[CH:54]=[C:55]([CH:70]=[CH:71][C:72]=1[O:73][CH3:74])[CH2:56][CH:57]1[CH:66]([NH2:67])[C:65]2[C:60](=[CH:61][CH:62]=[C:63]([O:68][CH3:69])[CH:64]=2)[O:59][CH2:58]1, predict the reaction product. The product is: [F:17][C:2]1([F:1])[O:6][C:5]2[CH:7]=[CH:8][C:9]([C:11]3([C:14]([NH:67][CH:66]4[C:65]5[C:60](=[CH:61][CH:62]=[C:63]([O:68][CH3:69])[CH:64]=5)[O:59][CH2:58][CH:57]4[CH2:56][C:55]4[CH:70]=[CH:71][C:72]([O:73][CH3:74])=[C:53]([O:52][CH3:51])[CH:54]=4)=[O:16])[CH2:12][CH2:13]3)=[CH:10][C:4]=2[O:3]1. (3) The product is: [C:10]([O:9][C@H:3]1[C@@H:4]2[C@@H:5]([O:6][CH2:7][CH2:8]2)[O:1][CH2:2]1)(=[O:17])[C:11]1[CH:16]=[CH:15][CH:14]=[CH:13][CH:12]=1. Given the reactants [O:1]1[C@@H:5]2[O:6][CH2:7][CH2:8][C@@H:4]2[C@@H:3]([OH:9])[CH2:2]1.[C:10](O)(=[O:17])[C:11]1[CH:16]=[CH:15][CH:14]=[CH:13][CH:12]=1.N(C(OCC)=O)=NC(OCC)=O.C1(P(C2C=CC=CC=2)C2C=CC=CC=2)C=CC=CC=1, predict the reaction product. (4) Given the reactants [NH2:1][C:2]([C:4]1[CH:30]=[CH:29][C:7]([CH2:8][NH:9][C:10]2[CH:26]=[C:25]([C:27]#[N:28])[CH:24]=[CH:23][C:11]=2[CH2:12][NH:13][C:14](=[O:22])[C:15]2[CH:20]=[CH:19][CH:18]=[C:17](Cl)[CH:16]=2)=[CH:6][CH:5]=1)=[O:3].[ClH:31].[NH2:32][OH:33], predict the reaction product. The product is: [NH2:1][C:2]([C:4]1[CH:5]=[CH:6][C:7]([CH2:8][NH:9][C:10]2[CH:26]=[C:25]([C:27]([NH2:28])=[N:32][OH:33])[CH:24]=[CH:23][C:11]=2[CH2:12][NH:13][C:14](=[O:22])[C:15]2[CH:20]=[CH:19][CH:18]=[C:17]([Cl:31])[CH:16]=2)=[CH:29][CH:30]=1)=[O:3]. (5) Given the reactants [Cl:1][C:2]1[CH:3]=[C:4]2[C:8](=[CH:9][CH:10]=1)[NH:7][C:6]([C:11]([NH:13][C@@H:14]1[CH2:22][C:21]3[C:16](=[CH:17][CH:18]=[CH:19][CH:20]=3)[C@H:15]1[N:23]([CH3:32])[C:24]([C@@H:26]1[CH2:30][CH2:29][C:28](=[O:31])[O:27]1)=[O:25])=[O:12])=[CH:5]2.[NH3:33], predict the reaction product. The product is: [Cl:1][C:2]1[CH:3]=[C:4]2[C:8](=[CH:9][CH:10]=1)[NH:7][C:6]([C:11]([NH:13][C@@H:14]1[CH2:22][C:21]3[C:16](=[CH:17][CH:18]=[CH:19][CH:20]=3)[C@H:15]1[N:23]([CH3:32])[C:24](=[O:25])[C@@H:26]([OH:27])[CH2:30][CH2:29][C:28]([NH2:33])=[O:31])=[O:12])=[CH:5]2. (6) Given the reactants C([O:5][C:6](=O)[NH:7][CH2:8][C:9]1[CH:14]=[CH:13][C:12]([C:15]2[C:16]3[CH:23]=[C:22]([C:24]4[CH:25]=[N:26][N:27]([CH3:29])[CH:28]=4)[NH:21][C:17]=3[N:18]=[CH:19][N:20]=2)=[CH:11][CH:10]=1)(C)(C)C.C(O)(C(F)(F)F)=O.[C:38]([C:42]1[CH:50]=[CH:49][C:45](C(O)=O)=[CH:44][CH:43]=1)([CH3:41])([CH3:40])[CH3:39].CCN(C(C)C)C(C)C.CN(C(ON1N=NC2C=CC=NC1=2)=[N+](C)C)C.F[P-](F)(F)(F)(F)F, predict the reaction product. The product is: [C:38]([C:42]1[CH:50]=[CH:49][C:45]([C:6]([NH:7][CH2:8][C:9]2[CH:10]=[CH:11][C:12]([C:15]3[C:16]4[CH:23]=[C:22]([C:24]5[CH:25]=[N:26][N:27]([CH3:29])[CH:28]=5)[NH:21][C:17]=4[N:18]=[CH:19][N:20]=3)=[CH:13][CH:14]=2)=[O:5])=[CH:44][CH:43]=1)([CH3:41])([CH3:40])[CH3:39].